This data is from Forward reaction prediction with 1.9M reactions from USPTO patents (1976-2016). The task is: Predict the product of the given reaction. (1) Given the reactants [C:1](Cl)(=[O:3])[CH3:2].N1C=CC=CC=1.[OH:11][C:12]1[CH:20]=[CH:19][C:15]([CH2:16][CH2:17][Br:18])=[CH:14][CH:13]=1, predict the reaction product. The product is: [C:1]([O:11][C:12]1[CH:20]=[CH:19][C:15]([CH2:16][CH2:17][Br:18])=[CH:14][CH:13]=1)(=[O:3])[CH3:2]. (2) Given the reactants [C:9](O[C:9]([O:11][C:12]([CH3:15])([CH3:14])[CH3:13])=[O:10])([O:11][C:12]([CH3:15])([CH3:14])[CH3:13])=[O:10].Cl.[CH3:17][C:18]1([CH3:25])[NH:23][CH2:22][CH2:21][NH:20][C:19]1=[O:24].CCN(C(C)C)C(C)C, predict the reaction product. The product is: [CH3:17][C:18]1([CH3:25])[C:19](=[O:24])[NH:20][CH2:21][CH2:22][N:23]1[C:9]([O:11][C:12]([CH3:13])([CH3:14])[CH3:15])=[O:10]. (3) Given the reactants [F:1][C:2]1[CH:3]=[C:4]([C:9]2[C:17]3[C:12](=[CH:13][C:14]([O:18][CH2:19][CH2:20][CH2:21][N:22]4[CH2:27][CH2:26][N:25](C(OC(C)(C)C)=O)[CH2:24][CH2:23]4)=[CH:15][CH:16]=3)[C:11](=[O:35])[C:10]=2[C:36]2[CH:37]=[N:38][CH:39]=[CH:40][CH:41]=2)[CH:5]=[C:6]([F:8])[CH:7]=1.FC(F)(F)C(O)=O.C(Cl)[Cl:50], predict the reaction product. The product is: [ClH:50].[F:1][C:2]1[CH:3]=[C:4]([C:9]2[C:17]3[C:12](=[CH:13][C:14]([O:18][CH2:19][CH2:20][CH2:21][N:22]4[CH2:27][CH2:26][NH:25][CH2:24][CH2:23]4)=[CH:15][CH:16]=3)[C:11](=[O:35])[C:10]=2[C:36]2[CH:37]=[N:38][CH:39]=[CH:40][CH:41]=2)[CH:5]=[C:6]([F:8])[CH:7]=1. (4) Given the reactants [NH2:1][C:2]1[S:6][C:5]([C:7]2[N:11]([CH3:12])[N:10]=[C:9]([C:13]([F:16])([F:15])[F:14])[CH:8]=2)=[N:4][CH:3]=1.[Cl:17][C:18]1[CH:26]=[CH:25][CH:24]=[CH:23][C:19]=1[C:20](Cl)=[O:21].CCN(C(C)C)C(C)C, predict the reaction product. The product is: [Cl:17][C:18]1[CH:26]=[CH:25][CH:24]=[CH:23][C:19]=1[C:20]([NH:1][C:2]1[S:6][C:5]([C:7]2[N:11]([CH3:12])[N:10]=[C:9]([C:13]([F:16])([F:15])[F:14])[CH:8]=2)=[N:4][CH:3]=1)=[O:21]. (5) Given the reactants [CH3:1][C:2]1[N:3]=[C:4]2[C:13]3[NH:12][C@H:11]([C:14]4[CH:19]=[CH:18][CH:17]=[CH:16][CH:15]=4)[C@H:10]([OH:20])[C:9](=[O:21])[C:8]=3[CH:7]=[CH:6][N:5]2[C:22]=1[CH3:23].[OH-].[Na+].[CH2:26](Br)[C:27]1[CH:32]=[CH:31][CH:30]=[CH:29][CH:28]=1.Cl, predict the reaction product. The product is: [CH3:1][C:2]1[N:3]=[C:4]2[C:13]3[NH:12][C@H:11]([C:14]4[CH:19]=[CH:18][CH:17]=[CH:16][CH:15]=4)[C@:10]([CH2:26][C:27]4[CH:32]=[CH:31][CH:30]=[CH:29][CH:28]=4)([OH:20])[C:9](=[O:21])[C:8]=3[CH:7]=[CH:6][N:5]2[C:22]=1[CH3:23]. (6) Given the reactants [Br:1][C:2]1[CH:6]=[CH:5][N:4]([NH:7][C:8](=[O:19])[C@@H:9]([NH:11][C:12]([O:14][C:15]([CH3:18])([CH3:17])[CH3:16])=[O:13])[CH3:10])[C:3]=1[C:20]([O:22]C)=O.[O:24]1[CH2:29][CH2:28][CH2:27][CH:26]([NH2:30])[CH2:25]1.Cl, predict the reaction product. The product is: [Br:1][C:2]1[CH:6]=[CH:5][N:4]([NH:7][C:8](=[O:19])[C@@H:9]([NH:11][C:12](=[O:13])[O:14][C:15]([CH3:16])([CH3:17])[CH3:18])[CH3:10])[C:3]=1[C:20](=[O:22])[NH:30][CH:26]1[CH2:27][CH2:28][CH2:29][O:24][CH2:25]1. (7) Given the reactants C[O:2][C:3](=[O:28])[C:4]1[CH:9]=[CH:8][C:7]([NH:10][C:11](=[O:27])[C@@H:12]([C:19]2[CH:24]=[CH:23][C:22]([Cl:25])=[C:21]([Cl:26])[CH:20]=2)[CH2:13][CH:14]2[CH2:18][CH2:17][CH2:16][CH2:15]2)=[N:6][CH:5]=1.Cl, predict the reaction product. The product is: [CH:14]1([CH2:13][C@H:12]([C:19]2[CH:24]=[CH:23][C:22]([Cl:25])=[C:21]([Cl:26])[CH:20]=2)[C:11]([NH:10][C:7]2[CH:8]=[CH:9][C:4]([C:3]([OH:28])=[O:2])=[CH:5][N:6]=2)=[O:27])[CH2:18][CH2:17][CH2:16][CH2:15]1. (8) Given the reactants [CH3:1][C@H:2]([NH:7][C:8]([C:10]1[C:18]2[C:13](=[N:14][CH:15]=[C:16]([C:19]3[CH:20]=[N:21][N:22]([CH3:24])[CH:23]=3)[N:17]=2)[N:12](COCC[Si](C)(C)C)[CH:11]=1)=[O:9])[C:3]([CH3:6])([CH3:5])[CH3:4].FC(F)(F)C(O)=O.C([O-])(=O)C.[Na+].O, predict the reaction product. The product is: [CH3:1][C@H:2]([NH:7][C:8]([C:10]1[C:18]2[C:13](=[N:14][CH:15]=[C:16]([C:19]3[CH:20]=[N:21][N:22]([CH3:24])[CH:23]=3)[N:17]=2)[NH:12][CH:11]=1)=[O:9])[C:3]([CH3:6])([CH3:5])[CH3:4].